Dataset: Forward reaction prediction with 1.9M reactions from USPTO patents (1976-2016). Task: Predict the product of the given reaction. Given the reactants [CH3:1][S:2][C:3]1[S:7][C:6]2=[N:8][C:9]([C:11]3[O:12][C:13]4[CH:19]=[C:18]([C:20](O)=[O:21])[CH:17]=[CH:16][C:14]=4[CH:15]=3)=[CH:10][N:5]2[N:4]=1.[CH2:23]([NH2:30])[C:24]1[CH:29]=[CH:28][CH:27]=[CH:26][CH:25]=1.C(N(C(C)C)CC)(C)C.CN(C(ON1N=NC2C=CC=NC1=2)=[N+](C)C)C.F[P-](F)(F)(F)(F)F, predict the reaction product. The product is: [CH2:23]([NH:30][C:20]([C:18]1[CH:17]=[CH:16][C:14]2[CH:15]=[C:11]([C:9]3[N:8]=[C:6]4[N:5]([CH:10]=3)[N:4]=[C:3]([S:2][CH3:1])[S:7]4)[O:12][C:13]=2[CH:19]=1)=[O:21])[C:24]1[CH:29]=[CH:28][CH:27]=[CH:26][CH:25]=1.